Dataset: Catalyst prediction with 721,799 reactions and 888 catalyst types from USPTO. Task: Predict which catalyst facilitates the given reaction. (1) Reactant: [CH3:1][O:2][C:3]1[CH:4]=[C:5]2[C:10](=[CH:11][C:12]=1[O:13][CH3:14])[N:9]=[CH:8][N:7]=[C:6]2[O:15][C:16]1[CH:22]=[CH:21][C:19]([NH2:20])=[C:18]([N+:23]([O-:25])=[O:24])[CH:17]=1.ClC(Cl)(O[C:30](=[O:36])OC(Cl)(Cl)Cl)Cl.[CH2:38]([NH2:42])[CH2:39][CH2:40][CH3:41].CO. Product: [CH2:38]([NH:42][C:30]([NH:20][C:19]1[CH:21]=[CH:22][C:16]([O:15][C:6]2[C:5]3[C:10](=[CH:11][C:12]([O:13][CH3:14])=[C:3]([O:2][CH3:1])[CH:4]=3)[N:9]=[CH:8][N:7]=2)=[CH:17][C:18]=1[N+:23]([O-:25])=[O:24])=[O:36])[CH2:39][CH2:40][CH3:41]. The catalyst class is: 542. (2) Reactant: C(=O)([O-])[O-].[K+].[K+].C([O:10][CH2:11][C:12]1[O:16][N:15]=[C:14]([C:17]2[CH:22]=[CH:21][C:20]([C:23]([CH3:41])([C:27]3[CH:32]=[CH:31][C:30]([O:33][CH2:34][C:35]4[CH:40]=[CH:39][CH:38]=[CH:37][N:36]=4)=[CH:29][N:28]=3)[CH:24]([CH3:26])[CH3:25])=[CH:19][CH:18]=2)[N:13]=1)(=O)C.C(=O)(O)[O-].[Na+]. Product: [CH3:41][C:23]([C:20]1[CH:21]=[CH:22][C:17]([C:14]2[N:13]=[C:12]([CH2:11][OH:10])[O:16][N:15]=2)=[CH:18][CH:19]=1)([C:27]1[CH:32]=[CH:31][C:30]([O:33][CH2:34][C:35]2[CH:40]=[CH:39][CH:38]=[CH:37][N:36]=2)=[CH:29][N:28]=1)[CH:24]([CH3:26])[CH3:25]. The catalyst class is: 72. (3) Reactant: [Cl:1][C:2]1[CH:7]=[CH:6][C:5]([F:8])=[CH:4][C:3]=1[C@H:9]1[CH2:13][CH2:12][CH2:11][N:10]1[C:14]1[CH:19]=[CH:18][N:17]2[N:20]=[CH:21][C:22]([NH2:23])=[C:16]2[N:15]=1.[C:24]([O:28][C:29]([N:31]1[CH2:34][CH:33]([C:35](O)=[O:36])[CH2:32]1)=[O:30])([CH3:27])([CH3:26])[CH3:25].CN(C(ON1N=NC2C=CC=NC1=2)=[N+](C)C)C.F[P-](F)(F)(F)(F)F.CCN(C(C)C)C(C)C. Product: [Cl:1][C:2]1[CH:7]=[CH:6][C:5]([F:8])=[CH:4][C:3]=1[C@H:9]1[CH2:13][CH2:12][CH2:11][N:10]1[C:14]1[CH:19]=[CH:18][N:17]2[N:20]=[CH:21][C:22]([NH:23][C:35]([CH:33]3[CH2:34][N:31]([C:29]([O:28][C:24]([CH3:27])([CH3:26])[CH3:25])=[O:30])[CH2:32]3)=[O:36])=[C:16]2[N:15]=1. The catalyst class is: 10. (4) Reactant: [CH2:1]([O:3][C:4]1[CH:5]=[C:6]([CH:9]=[CH:10][C:11]=1[O:12][CH3:13])[CH:7]=O)[CH3:2].C([O-])([O-])=O.[K+].[K+].P(=O)([O-])O[C:22](CC)(CC)[C:23]#[N:24]. Product: [CH2:1]([O:3][C:4]1[CH:5]=[C:6](/[CH:7]=[CH:22]/[C:23]#[N:24])[CH:9]=[CH:10][C:11]=1[O:12][CH3:13])[CH3:2]. The catalyst class is: 8. (5) Reactant: [CH3:1][N:2]([CH3:13])[S:3]([N:6]1[CH:10]=[CH:9][C:8]([CH2:11][CH3:12])=[N:7]1)(=[O:5])=[O:4].[Br:14]N1C(=O)CCC1=O.O. Product: [CH3:1][N:2]([CH3:13])[S:3]([N:6]1[CH:10]=[C:9]([Br:14])[C:8]([CH2:11][CH3:12])=[N:7]1)(=[O:4])=[O:5]. The catalyst class is: 7. (6) Reactant: [Cl:1][C:2]1[N:6]2[CH:7]=[C:8]([C:15]3[CH:19]=[CH:18][O:17][CH:16]=3)[CH:9]=[C:10]([C:11]([F:14])([F:13])[F:12])[C:5]2=[N:4][C:3]=1[C:20](O)=[O:21].[CH3:23][C@@H:24]1[CH2:28][O:27][C:26](=[O:29])[N:25]1[CH:30]1[CH2:35][CH2:34][NH:33][CH2:32][CH2:31]1.CCN(C(C)C)C(C)C.CN(C(ON1N=NC2C=CC=NC1=2)=[N+](C)C)C.F[P-](F)(F)(F)(F)F. Product: [Cl:1][C:2]1[N:6]2[CH:7]=[C:8]([C:15]3[CH:19]=[CH:18][O:17][CH:16]=3)[CH:9]=[C:10]([C:11]([F:13])([F:12])[F:14])[C:5]2=[N:4][C:3]=1[C:20]([N:33]1[CH2:32][CH2:31][CH:30]([N:25]2[C@H:24]([CH3:23])[CH2:28][O:27][C:26]2=[O:29])[CH2:35][CH2:34]1)=[O:21]. The catalyst class is: 85. (7) Reactant: Br[C:2]1[N:6]2[N:7]=[C:8]([NH:11][CH2:12][CH2:13][CH2:14][CH3:15])[CH:9]=[CH:10][C:5]2=[N:4][CH:3]=1.[F:16][C:17]1[CH:31]=[C:30](B2OC(C)(C)C(C)(C)O2)[CH:29]=[CH:28][C:18]=1[CH2:19][NH:20][C:21](=[O:27])[O:22][C:23]([CH3:26])([CH3:25])[CH3:24].P([O-])([O-])([O-])=O.[K+].[K+].[K+]. Product: [CH2:12]([NH:11][C:8]1[CH:9]=[CH:10][C:5]2[N:6]([C:2]([C:30]3[CH:29]=[CH:28][C:18]([CH2:19][NH:20][C:21](=[O:27])[O:22][C:23]([CH3:26])([CH3:24])[CH3:25])=[C:17]([F:16])[CH:31]=3)=[CH:3][N:4]=2)[N:7]=1)[CH2:13][CH2:14][CH3:15]. The catalyst class is: 543. (8) Product: [F:17][CH:2]([F:1])[C:3]1[C:4]([C:11]2[CH:12]=[N:13][N:14]([CH3:16])[CH:15]=2)=[CH:5][C:6]([F:10])=[C:7]([CH:9]=1)[NH:8][C:30]1[C:34]2[CH2:35][N:36]([C:39](=[O:41])[CH3:40])[CH2:37][CH2:38][C:33]=2[N:32]([CH:42]2[CH2:47][CH2:46][O:45][CH2:44][CH2:43]2)[N:31]=1. Reactant: [F:1][CH:2]([F:17])[C:3]1[C:4]([C:11]2[CH:12]=[N:13][N:14]([CH3:16])[CH:15]=2)=[CH:5][C:6]([F:10])=[C:7]([CH:9]=1)[NH2:8].FC(F)C1C=C2C(CCCN2[C:30]2[C:34]3[CH2:35][N:36]([C:39](=[O:41])[CH3:40])[CH2:37][CH2:38][C:33]=3[N:32]([CH:42]3[CH2:47][CH2:46][O:45][CH2:44][CH2:43]3)[N:31]=2)=CC=1B1OC(C)(C)C(C)(C)O1.C1(P(C2CCCCC2)C2C(OC)=CC=C(OC)C=2C2C(C(C)C)=CC(C(C)C)=CC=2C(C)C)CCCCC1.COC(C)(C)C.CC([O-])(C)C.[Na+]. The catalyst class is: 38.